This data is from Forward reaction prediction with 1.9M reactions from USPTO patents (1976-2016). The task is: Predict the product of the given reaction. (1) Given the reactants [NH2:1][C:2]1[C:19]([NH2:20])=[CH:18][C:5]([C:6]([NH:8][C:9]2[CH:17]=[CH:16][C:12]3[N:13]=[CH:14][S:15][C:11]=3[CH:10]=2)=[O:7])=[C:4]([N:21]([CH2:24][CH3:25])[CH2:22][CH3:23])[CH:3]=1.[CH3:26][O:27][C:28](=[O:38])[C:29]1[CH:34]=[CH:33][CH:32]=[C:31]([N:35]=[C:36]=S)[CH:30]=1, predict the reaction product. The product is: [CH3:26][O:27][C:28](=[O:38])[C:29]1[CH:34]=[CH:33][CH:32]=[C:31]([NH:35][C:36]2[NH:1][C:2]3[CH:3]=[C:4]([N:21]([CH2:24][CH3:25])[CH2:22][CH3:23])[C:5]([C:6](=[O:7])[NH:8][C:9]4[CH:17]=[CH:16][C:12]5[N:13]=[CH:14][S:15][C:11]=5[CH:10]=4)=[CH:18][C:19]=3[N:20]=2)[CH:30]=1. (2) The product is: [CH3:33][C:29]1[N:26]=[C:25]([N:3]2[CH:2]([CH3:1])[CH2:8][C:7]3[CH:9]=[C:10]4[O:15][CH2:14][O:13][C:11]4=[CH:12][C:6]=3[C:5]([C:16]3[CH:17]=[CH:18][C:19]([N+:22]([O-:24])=[O:23])=[CH:20][CH:21]=3)=[N:4]2)[S:27][C:30]=1[CH3:31]. Given the reactants [CH3:1][CH:2]1[CH2:8][C:7]2[CH:9]=[C:10]3[O:15][CH2:14][O:13][C:11]3=[CH:12][C:6]=2[C:5]([C:16]2[CH:21]=[CH:20][C:19]([N+:22]([O-:24])=[O:23])=[CH:18][CH:17]=2)=[N:4][N:3]1[C:25](=[S:27])[NH2:26].Cl[CH:29]([CH3:33])[C:30](=O)[CH3:31], predict the reaction product. (3) Given the reactants [O:1]1[CH2:6][CH2:5][CH:4]([N:7]2[CH2:11][CH2:10][C@@H:9]([NH:12]C(=O)OC(C)(C)C)[CH2:8]2)[CH2:3][CH2:2]1.FC(F)(F)C(O)=O, predict the reaction product. The product is: [O:1]1[CH2:6][CH2:5][CH:4]([N:7]2[CH2:11][CH2:10][C@@H:9]([NH2:12])[CH2:8]2)[CH2:3][CH2:2]1.